From a dataset of Full USPTO retrosynthesis dataset with 1.9M reactions from patents (1976-2016). Predict the reactants needed to synthesize the given product. (1) Given the product [CH2:1]([CH:5]1[NH:6][C:7](=[O:12])[CH2:8][C:9](=[O:11])[CH2:10]1)[CH:2]([CH3:4])[CH3:3], predict the reactants needed to synthesize it. The reactants are: [CH2:1]([CH:5]1[CH2:10][C:9](=[O:11])[CH2:8][C:7](=[O:12])[N:6]1C(OC(C)(C)C)=O)[CH:2]([CH3:4])[CH3:3]. (2) Given the product [ClH:11].[CH3:1][O:2][C:3]([C@@H:5]1[CH2:10][S:9][CH2:8][CH2:7][NH:6]1)=[O:4], predict the reactants needed to synthesize it. The reactants are: [CH3:1][O:2][C:3]([C@@H:5]1[CH2:10][S:9][CH2:8][CH2:7][NH:6]1)=[O:4].[ClH:11]. (3) Given the product [NH2:1][C:2]1[C:11]([C:15]#[C:14][Si:16]([CH3:19])([CH3:18])[CH3:17])=[CH:10][C:5]([C:6]([O:8][CH3:9])=[O:7])=[C:4]([Cl:13])[CH:3]=1, predict the reactants needed to synthesize it. The reactants are: [NH2:1][C:2]1[C:11](I)=[CH:10][C:5]([C:6]([O:8][CH3:9])=[O:7])=[C:4]([Cl:13])[CH:3]=1.[C:14]([Si:16]([CH3:19])([CH3:18])[CH3:17])#[CH:15].CCN(CC)CC. (4) Given the product [CH3:10][C:8]1([CH:7]=[O:6])[CH2:15][CH:5]2[CH2:1][CH:9]1[CH:3]=[CH:4]2, predict the reactants needed to synthesize it. The reactants are: [CH:1]1[CH2:5][CH:4]=[CH:3]C=1.[O:6]=[CH:7][C:8](=[CH2:10])[CH3:9].B(Cl)(Cl)Cl.[CH2:15](N(CC)CC)C. (5) Given the product [CH3:1][O:2][C:3]([CH:5]1[CH2:10][N:9]([C:11](=[O:20])[CH2:12][O:13][C:14]2[S:15][C:16]([Cl:19])=[CH:17][CH:18]=2)[CH2:8][C:7](=[O:21])[N:6]1[CH2:22][C:23]1[CH:28]=[C:33]2[C:26]([C:37]([NH2:32])=[N:36][CH:35]=[N:34]2)=[CH:25][CH:24]=1)=[O:4], predict the reactants needed to synthesize it. The reactants are: [CH3:1][O:2][C:3]([CH:5]1[CH2:10][N:9]([C:11](=[O:20])[CH2:12][O:13][C:14]2[S:15][C:16]([Cl:19])=[CH:17][CH:18]=2)[CH2:8][C:7](=[O:21])[N:6]1[CH2:22][C:23]1[CH:28]=C[C:26](C#N)=[C:25](N)[CH:24]=1)=[O:4].[N:32]1[CH:37]=[N:36][CH:35]=[N:34][CH:33]=1.CC(O)=O.